This data is from NCI-60 drug combinations with 297,098 pairs across 59 cell lines. The task is: Regression. Given two drug SMILES strings and cell line genomic features, predict the synergy score measuring deviation from expected non-interaction effect. (1) Cell line: CAKI-1. Drug 1: CCC1(CC2CC(C3=C(CCN(C2)C1)C4=CC=CC=C4N3)(C5=C(C=C6C(=C5)C78CCN9C7C(C=CC9)(C(C(C8N6C)(C(=O)OC)O)OC(=O)C)CC)OC)C(=O)OC)O.OS(=O)(=O)O. Drug 2: CC1C(C(CC(O1)OC2CC(CC3=C2C(=C4C(=C3O)C(=O)C5=C(C4=O)C(=CC=C5)OC)O)(C(=O)CO)O)N)O.Cl. Synergy scores: CSS=39.2, Synergy_ZIP=1.27, Synergy_Bliss=3.31, Synergy_Loewe=2.46, Synergy_HSA=4.86. (2) Drug 1: CS(=O)(=O)C1=CC(=C(C=C1)C(=O)NC2=CC(=C(C=C2)Cl)C3=CC=CC=N3)Cl. Drug 2: C1=CC=C(C=C1)NC(=O)CCCCCCC(=O)NO. Cell line: SK-OV-3. Synergy scores: CSS=7.96, Synergy_ZIP=0.0629, Synergy_Bliss=4.17, Synergy_Loewe=-1.23, Synergy_HSA=3.84. (3) Drug 1: C(=O)(N)NO. Drug 2: C1=CC=C(C(=C1)C(C2=CC=C(C=C2)Cl)C(Cl)Cl)Cl. Cell line: PC-3. Synergy scores: CSS=-17.7, Synergy_ZIP=19.7, Synergy_Bliss=18.5, Synergy_Loewe=-1.98, Synergy_HSA=-2.24.